This data is from Reaction yield outcomes from USPTO patents with 853,638 reactions. The task is: Predict the reaction yield, written as a fraction of the theoretical maximum amount of product (1.0 means a 100% yield; for example, 0.34 means a 34% yield). The reactants are [Si:1]([O:8][CH2:9][C@H:10]1[NH:15][CH2:14][C@H:13]([NH:16][O:17][CH2:18][CH:19]=[CH2:20])[CH:12]=[C:11]1[CH3:21])([C:4]([CH3:7])([CH3:6])[CH3:5])([CH3:3])[CH3:2].C(N(CC)C(C)C)(C)C.[C:31](OC(Cl)(Cl)Cl)(OC(Cl)(Cl)Cl)=[O:32]. The catalyst is C(#N)C. The product is [Si:1]([O:8][CH2:9][C@@H:10]1[C:11]([CH3:21])=[CH:12][C@@H:13]2[CH2:14][N:15]1[C:31](=[O:32])[N:16]2[O:17][CH2:18][CH:19]=[CH2:20])([C:4]([CH3:7])([CH3:6])[CH3:5])([CH3:2])[CH3:3]. The yield is 0.430.